This data is from Full USPTO retrosynthesis dataset with 1.9M reactions from patents (1976-2016). The task is: Predict the reactants needed to synthesize the given product. Given the product [OH:29][C:23]1[CH:22]=[CH:21][C:20]([CH2:19][C@H:12]2[C@H:11]3[C@@H:16]([N:8]([CH2:7][C:6]4[CH:32]=[CH:33][CH:34]=[C:4]([CH:1]([CH3:2])[CH3:3])[CH:5]=4)[C:9](=[O:31])[O:10]3)[CH2:15][S:14](=[O:18])(=[O:17])[CH2:13]2)=[CH:28][C:24]=1[C:25]([OH:27])=[O:26], predict the reactants needed to synthesize it. The reactants are: [CH:1]([C:4]1[CH:5]=[C:6]([CH:32]=[CH:33][CH:34]=1)[CH2:7][N:8]1[C@@H:16]2[C@H:11]([C@H:12]([CH2:19][C:20]3[CH:21]=[CH:22][C:23]([O:29]C)=[C:24]([CH:28]=3)[C:25]([OH:27])=[O:26])[CH2:13][S:14](=[O:18])(=[O:17])[CH2:15]2)[O:10][C:9]1=[O:31])([CH3:3])[CH3:2].B(Br)(Br)Br.CO.